This data is from Catalyst prediction with 721,799 reactions and 888 catalyst types from USPTO. The task is: Predict which catalyst facilitates the given reaction. (1) Reactant: [OH:1][CH2:2][C:3]([CH3:8])([CH3:7])[C:4]([OH:6])=O.[CH2:9]([O:16][CH2:17][CH2:18][NH2:19])[C:10]1[CH:15]=[CH:14][CH:13]=[CH:12][CH:11]=1.C1C=CC2N(O)N=NC=2C=1.CCN=C=NCCCN(C)C. Product: [CH2:9]([O:16][CH2:17][CH2:18][NH:19][C:4](=[O:6])[C:3]([CH3:8])([CH3:7])[CH2:2][OH:1])[C:10]1[CH:15]=[CH:14][CH:13]=[CH:12][CH:11]=1. The catalyst class is: 4. (2) Reactant: [C:1]([C:5]1[N:9]([CH3:10])[N:8]=[C:7]([NH2:11])[CH:6]=1)([CH3:4])([CH3:3])[CH3:2].C(N(CC)CC)C.[CH3:19][O:20][P:21]([CH:25]([O:29][CH3:30])[C:26](Cl)=[O:27])([O:23][CH3:24])=[O:22].O. Product: [C:1]([C:5]1[N:9]([CH3:10])[N:8]=[C:7]([NH:11][C:26](=[O:27])[CH:25]([P:21]([O:23][CH3:24])([O:20][CH3:19])=[O:22])[O:29][CH3:30])[CH:6]=1)([CH3:4])([CH3:2])[CH3:3]. The catalyst class is: 4.